Predict the reaction yield, written as a fraction of the theoretical maximum amount of product (1.0 means a 100% yield; for example, 0.34 means a 34% yield). From a dataset of Reaction yield outcomes from USPTO patents with 853,638 reactions. (1) No catalyst specified. The reactants are [O:1]1[CH2:6][CH2:5][CH:4]([C:7]([O:9]C)=O)[CH2:3][CH2:2]1.[NH3:11]. The yield is 0.746. The product is [O:1]1[CH2:6][CH2:5][CH:4]([C:7]([NH2:11])=[O:9])[CH2:3][CH2:2]1. (2) The reactants are O=O.Cl.[F:4][C:5]1[CH:6]=[C:7]([S:11][C:12]2[CH:13]=[C:14]3[C:19](=[CH:20][CH:21]=2)[C:18]([C:22]([NH2:24])=[O:23])=[CH:17][CH2:16][CH2:15]3)[CH:8]=[CH:9][CH:10]=1.[H][H]. The catalyst is CO. The product is [F:4][C:5]1[CH:6]=[C:7]([S:11][C:12]2[CH:13]=[C:14]3[C:19](=[CH:20][CH:21]=2)[C@H:18]([C:22]([NH2:24])=[O:23])[CH2:17][CH2:16][CH2:15]3)[CH:8]=[CH:9][CH:10]=1. The yield is 1.00. (3) The reactants are [CH3:1][CH:2]([OH:9])[CH2:3][CH2:4][CH2:5][CH2:6][CH2:7][CH3:8].[O-]Cl.[Na+]. No catalyst specified. The product is [CH3:1][C:2](=[O:9])[CH2:3][CH2:4][CH2:5][CH2:6][CH2:7][CH3:8]. The yield is 1.00. (4) The reactants are [F:1][C:2]1[CH:9]=[C:8]([F:10])[CH:7]=[C:6]([OH:11])[C:3]=1[CH:4]=O.[C:12](OCC)(=[O:17])[CH2:13][C:14]([CH3:16])=[O:15].N1CCCCC1. The catalyst is CCOCC. The product is [C:14]([C:13]1[C:12](=[O:17])[O:11][C:6]2[C:3]([CH:4]=1)=[C:2]([F:1])[CH:9]=[C:8]([F:10])[CH:7]=2)(=[O:15])[CH3:16]. The yield is 0.390. (5) The reactants are [H-].[Na+].[CH2:3]([OH:7])[CH2:4][CH2:5][OH:6].F[C:9]1[CH:18]=[C:17]2[C:12]([C:13](=[O:19])[NH:14][CH:15]=[N:16]2)=[CH:11][CH:10]=1. The catalyst is CN(C)C=O. The product is [OH:6][CH2:5][CH2:4][CH2:3][O:7][C:9]1[CH:18]=[C:17]2[C:12]([C:13](=[O:19])[NH:14][CH:15]=[N:16]2)=[CH:11][CH:10]=1. The yield is 0.920.